From a dataset of Reaction yield outcomes from USPTO patents with 853,638 reactions. Predict the reaction yield, written as a fraction of the theoretical maximum amount of product (1.0 means a 100% yield; for example, 0.34 means a 34% yield). (1) The reactants are [Cl:1][C:2]1[N:7]=[C:6](S(C)=O)[N:5]=[C:4]2[N:11]([C:16]3[C:21]([F:22])=[CH:20][CH:19]=[CH:18][C:17]=3[F:23])[C:12](=[O:15])[NH:13][CH2:14][C:3]=12.[CH3:24][N:25]([CH3:29])[CH2:26][CH2:27][NH2:28].C(N(CC)CC)C. The catalyst is C(Cl)Cl. The product is [Cl:1][C:2]1[N:7]=[C:6]([NH:28][CH2:27][CH2:26][N:25]([CH3:29])[CH3:24])[N:5]=[C:4]2[N:11]([C:16]3[C:21]([F:22])=[CH:20][CH:19]=[CH:18][C:17]=3[F:23])[C:12](=[O:15])[NH:13][CH2:14][C:3]=12. The yield is 0.850. (2) The product is [CH3:19][C:20]1[CH:27]=[CH:26][C:23]([CH:24]([OH:25])[C:32]([F:35])([F:34])[F:33])=[CH:22][CH:21]=1. The yield is 0.860. The catalyst is C1COCC1. The reactants are [F-].C([N+](CCCC)(CCCC)CCCC)CCC.[CH3:19][C:20]1[CH:27]=[CH:26][C:23]([CH:24]=[O:25])=[CH:22][CH:21]=1.[Si]([C:32]([F:35])([F:34])[F:33])(C)(C)C.Cl. (3) The reactants are Cl[C:2]1[C:11]([C:12]([F:15])([F:14])[F:13])=[CH:10][C:9]2[C:4](=[C:5]([C:16]([NH:18][C:19]3[CH:20]=[N:21][CH:22]=[CH:23][CH:24]=3)=[O:17])[CH:6]=[CH:7][CH:8]=2)[N:3]=1.[C:25]1(B(O)O)[CH:30]=[CH:29][CH:28]=[CH:27][CH:26]=1.C(Cl)Cl.C([O-])([O-])=O.[K+].[K+]. The catalyst is O1CCOCC1.O.C1C=CC(P(C2C=CC=CC=2)[C-]2C=CC=C2)=CC=1.C1C=CC(P(C2C=CC=CC=2)[C-]2C=CC=C2)=CC=1.Cl[Pd]Cl.[Fe+2]. The product is [C:25]1([C:2]2[C:11]([C:12]([F:15])([F:14])[F:13])=[CH:10][C:9]3[C:4](=[C:5]([C:16]([NH:18][C:19]4[CH:20]=[N:21][CH:22]=[CH:23][CH:24]=4)=[O:17])[CH:6]=[CH:7][CH:8]=3)[N:3]=2)[CH:30]=[CH:29][CH:28]=[CH:27][CH:26]=1. The yield is 0.410. (4) The reactants are F[C:2]1[CH:9]=[C:8]([C:10]([F:13])([F:12])[F:11])[CH:7]=[CH:6][C:3]=1[C:4]#[N:5].Cl.[NH2:15][CH2:16][C:17]([O:19][CH2:20][CH3:21])=[O:18].C(=O)([O-])[O-].[K+].[K+].CC(C)([O-])C.[K+]. The catalyst is ClCCl.CN1CCCC1=O. The product is [NH2:5][C:4]1[C:3]2[C:2](=[CH:9][C:8]([C:10]([F:13])([F:12])[F:11])=[CH:7][CH:6]=2)[NH:15][C:16]=1[C:17]([O:19][CH2:20][CH3:21])=[O:18]. The yield is 0.230. (5) The reactants are [SH:1][CH2:2][CH2:3][O:4][S:5](=[O:8])(=[O:7])[OH:6].[OH:9][C:10]1C2N=NNC=2C=CC=1.[CH2:31]1[CH2:32][CH2:33][CH:28]([N:27]=C=[N:27][CH:28]2[CH2:33][CH2:32][CH2:31][CH2:30][CH2:29]2)[CH2:29][CH2:30]1.CN(C)C=[O:37]. The catalyst is C(OCC)(=O)C. The product is [NH2:27][C:28]1[CH:29]=[CH:30][C:31]([O:7][S:5]([O:4][CH2:3][CH2:2][SH:1])(=[O:6])=[O:8])=[C:32]([CH:33]=1)[C:10]([OH:9])=[O:37]. The yield is 0.570. (6) The reactants are [CH2:1]([O:3][C:4]([C@@H:6]1[C@@H:8]([C:9](=[O:24])[NH:10][C@@H:11]([CH2:18][C:19]2[N:20]=[CH:21][S:22][CH:23]=2)[C:12](=[O:17])[NH:13][CH2:14][C:15]#[CH:16])[O:7]1)=[O:5])[CH3:2].[N:25]([C:28]1[CH:33]=[CH:32][C:31]([Br:34])=[CH:30][CH:29]=1)=[N+:26]=[N-:27].CCCC[Sn](OC(C)=O)(CCCC)CCCC. The catalyst is CC(O)(C)C.CCO.O.[O-]S([O-])(=O)=O.[Cu+2]. The product is [CH2:1]([O:3][C:4]([C@@H:6]1[C@@H:8]([C:9](=[O:24])[NH:10][C@@H:11]([CH2:18][C:19]2[N:20]=[CH:21][S:22][CH:23]=2)[C:12]([NH:13][CH2:14][C:15]2[N:27]=[N:26][N:25]([C:28]3[CH:33]=[CH:32][C:31]([Br:34])=[CH:30][CH:29]=3)[CH:16]=2)=[O:17])[O:7]1)=[O:5])[CH3:2]. The yield is 0.426. (7) The reactants are [C:1]1([C:15]([O:17][CH3:18])=[O:16])[CH:6]=[C:5]([C:7]([O:9][CH3:10])=[O:8])[CH:4]=[C:3]([C:11](OC)=[O:12])[CH:2]=1.[BH4-].[Na+].CO. The catalyst is C1COCC1. The product is [OH:12][CH2:11][C:3]1[CH:4]=[C:5]([C:7]([O:9][CH3:10])=[O:8])[CH:6]=[C:1]([CH:2]=1)[C:15]([O:17][CH3:18])=[O:16]. The yield is 0.610. (8) The reactants are [CH2:1]1[C:10]2[C:5](=[CH:6][CH:7]=[CH:8][CH:9]=2)[CH2:4][CH2:3][N:2]1[CH2:11][CH2:12][CH2:13][CH2:14][O:15][C:16]1[N:21]=[C:20]([NH2:22])[CH:19]=[CH:18][CH:17]=1.[CH3:23][S:24](Cl)(=[O:26])=[O:25]. No catalyst specified. The product is [CH2:1]1[C:10]2[C:5](=[CH:6][CH:7]=[CH:8][CH:9]=2)[CH2:4][CH2:3][N:2]1[CH2:11][CH2:12][CH2:13][CH2:14][O:15][C:16]1[N:21]=[C:20]([NH:22][S:24]([CH3:23])(=[O:26])=[O:25])[CH:19]=[CH:18][CH:17]=1. The yield is 0.600.